The task is: Regression. Given two drug SMILES strings and cell line genomic features, predict the synergy score measuring deviation from expected non-interaction effect.. This data is from NCI-60 drug combinations with 297,098 pairs across 59 cell lines. (1) Drug 1: CC1C(C(CC(O1)OC2CC(CC3=C2C(=C4C(=C3O)C(=O)C5=C(C4=O)C(=CC=C5)OC)O)(C(=O)CO)O)N)O.Cl. Drug 2: COCCOC1=C(C=C2C(=C1)C(=NC=N2)NC3=CC=CC(=C3)C#C)OCCOC.Cl. Cell line: DU-145. Synergy scores: CSS=7.26, Synergy_ZIP=0.547, Synergy_Bliss=5.11, Synergy_Loewe=-1.22, Synergy_HSA=0.724. (2) Drug 1: CN(C)N=NC1=C(NC=N1)C(=O)N. Drug 2: C1=CN(C(=O)N=C1N)C2C(C(C(O2)CO)O)O.Cl. Cell line: HOP-92. Synergy scores: CSS=31.6, Synergy_ZIP=-4.03, Synergy_Bliss=-1.47, Synergy_Loewe=-16.1, Synergy_HSA=-0.371. (3) Cell line: SN12C. Synergy scores: CSS=49.3, Synergy_ZIP=1.23, Synergy_Bliss=0.789, Synergy_Loewe=-20.4, Synergy_HSA=3.89. Drug 1: CC1=C(C(CCC1)(C)C)C=CC(=CC=CC(=CC(=O)O)C)C. Drug 2: CCC1(C2=C(COC1=O)C(=O)N3CC4=CC5=C(C=CC(=C5CN(C)C)O)N=C4C3=C2)O.Cl. (4) Drug 1: CNC(=O)C1=CC=CC=C1SC2=CC3=C(C=C2)C(=NN3)C=CC4=CC=CC=N4. Drug 2: CCN(CC)CCCC(C)NC1=C2C=C(C=CC2=NC3=C1C=CC(=C3)Cl)OC. Cell line: U251. Synergy scores: CSS=20.0, Synergy_ZIP=-8.90, Synergy_Bliss=-6.26, Synergy_Loewe=-5.27, Synergy_HSA=-4.78. (5) Drug 1: C1CC(=O)NC(=O)C1N2C(=O)C3=CC=CC=C3C2=O. Drug 2: CC(C)CN1C=NC2=C1C3=CC=CC=C3N=C2N. Cell line: SN12C. Synergy scores: CSS=6.32, Synergy_ZIP=-0.701, Synergy_Bliss=3.31, Synergy_Loewe=-7.11, Synergy_HSA=0.321.